This data is from Full USPTO retrosynthesis dataset with 1.9M reactions from patents (1976-2016). The task is: Predict the reactants needed to synthesize the given product. (1) Given the product [C:1]([N:4]1[CH2:9][CH2:8][C:7](=[N:20][NH:19][C:11](=[O:18])[C:12]2[CH:17]=[CH:16][CH:15]=[CH:14][CH:13]=2)[CH2:6][CH2:5]1)(=[O:3])[CH3:2], predict the reactants needed to synthesize it. The reactants are: [C:1]([N:4]1[CH2:9][CH2:8][C:7](=O)[CH2:6][CH2:5]1)(=[O:3])[CH3:2].[C:11]([NH:19][NH2:20])(=[O:18])[C:12]1[CH:17]=[CH:16][CH:15]=[CH:14][CH:13]=1.C(OCC)C. (2) Given the product [Cl:32][C:33]([Cl:40])([Cl:39])[CH2:34][O:35][C:36](=[O:37])[NH:22][C:7]1[N:8]([C:10]2[CH:15]=[CH:14][CH:13]=[C:12]([O:16][CH2:17][CH2:18][N:19]([CH3:20])[CH3:21])[CH:11]=2)[N:9]=[C:5]([C:1]([CH3:4])([CH3:2])[CH3:3])[CH:6]=1, predict the reactants needed to synthesize it. The reactants are: [C:1]([C:5]1[CH:6]=[C:7]([NH2:22])[N:8]([C:10]2[CH:15]=[CH:14][CH:13]=[C:12]([O:16][CH2:17][CH2:18][N:19]([CH3:21])[CH3:20])[CH:11]=2)[N:9]=1)([CH3:4])([CH3:3])[CH3:2].CCN(C(C)C)C(C)C.[Cl:32][C:33]([Cl:40])([Cl:39])[CH2:34][O:35][C:36](Cl)=[O:37]. (3) Given the product [F:22][C:17]1[CH:18]=[CH:19][CH:20]=[CH:21][C:16]=1[CH:9]1[N:8]([C:6]([O:5][C:2]([CH3:1])([CH3:3])[CH3:4])=[O:7])[C:28](=[O:37])[NH:25][C:10]1([CH3:14])[CH3:15], predict the reactants needed to synthesize it. The reactants are: [CH3:1][C:2]([O:5][C:6]([NH:8][CH:9]([C:16]1[CH:21]=[CH:20][CH:19]=[CH:18][C:17]=1[F:22])[C:10]([CH3:15])([CH3:14])C(O)=O)=[O:7])([CH3:4])[CH3:3].C([N:25]([CH2:28]C)CC)C.C1(P(N=[N+]=[N-])(C2C=CC=CC=2)=[O:37])C=CC=CC=1. (4) Given the product [Cl:19][CH2:14][C:10]1[N:11]([CH3:13])[N:12]=[C:8]([C:5]2[CH:6]=[CH:7][C:2]([Cl:1])=[CH:3][CH:4]=2)[C:9]=1[CH3:16], predict the reactants needed to synthesize it. The reactants are: [Cl:1][C:2]1[CH:7]=[CH:6][C:5]([C:8]2[C:9]([CH3:16])=[C:10]([CH2:14]O)[N:11]([CH3:13])[N:12]=2)=[CH:4][CH:3]=1.S(Cl)([Cl:19])=O. (5) The reactants are: [C:1]([O:5][C:6]([NH:8][C@@H:9]1[C:23](=[O:24])[N:22]2[CH2:25][C@H:26]([O:28][C:29]3[N:30]=[C:31]4[C:36](=[C:37]5[C:42]=3[CH:41]=[CH:40][CH:39]=[CH:38]5)[CH:35]=[CH:34][CH:33]=[CH:32]4)[CH2:27][C@H:21]2[C:20](=[O:43])[NH:19][C@:18]2([C:45](O)=[O:46])[CH2:44][C@H:17]2[CH2:16][C:15]([F:49])([F:48])[CH2:14][CH2:13][CH2:12][CH2:11][CH2:10]1)=[O:7])([CH3:4])([CH3:3])[CH3:2].[CH:50]1([S:53]([NH2:56])(=[O:55])=[O:54])[CH2:52][CH2:51]1.N1CCCN2CCCCCC=12. Given the product [CH:50]1([S:53]([NH:56][C:45]([C@@:18]23[CH2:44][C@H:17]2[CH2:16][C:15]([F:49])([F:48])[CH2:14][CH2:13][CH2:12][CH2:11][CH2:10][C@H:9]([NH:8][C:6](=[O:7])[O:5][C:1]([CH3:4])([CH3:3])[CH3:2])[C:23](=[O:24])[N:22]2[CH2:25][C@H:26]([O:28][C:29]4[N:30]=[C:31]5[C:36](=[C:37]6[C:42]=4[CH:41]=[CH:40][CH:39]=[CH:38]6)[CH:35]=[CH:34][CH:33]=[CH:32]5)[CH2:27][C@H:21]2[C:20](=[O:43])[NH:19]3)=[O:46])(=[O:55])=[O:54])[CH2:52][CH2:51]1, predict the reactants needed to synthesize it. (6) Given the product [CH3:23][O:14][C:13](=[O:15])[CH2:12][CH2:11][C:10]([N:9]([CH2:8][CH2:7][O:6][C:5]1[CH:4]=[C:3]([CH2:2][OH:1])[CH:20]=[C:19]([CH2:21][OH:22])[CH:18]=1)[CH3:17])=[O:16], predict the reactants needed to synthesize it. The reactants are: [OH:1][CH2:2][C:3]1[CH:4]=[C:5]([CH:18]=[C:19]([CH2:21][OH:22])[CH:20]=1)[O:6][CH2:7][CH2:8][N:9]([CH3:17])[C:10](=[O:16])[CH2:11][CH2:12][C:13]([OH:15])=[O:14].[CH3:23][Si](C=[N+]=[N-])(C)C.C(OCC)(=O)C.C(=O)([O-])O.[Na+]. (7) Given the product [CH3:22][C:11]1[C:12]2[CH2:13][CH2:14][C:15]3[CH:21]=[CH:20][CH:19]=[CH:18][C:16]=3[C:17]=2[N:9]([C:6]2[CH:5]=[CH:4][C:3]([OH:2])=[CH:8][CH:7]=2)[N:10]=1, predict the reactants needed to synthesize it. The reactants are: C[O:2][C:3]1[CH:8]=[CH:7][C:6]([N:9]2[C:17]3[C:16]4[CH:18]=[CH:19][CH:20]=[CH:21][C:15]=4[CH2:14][CH2:13][C:12]=3[C:11]([CH3:22])=[N:10]2)=[CH:5][CH:4]=1.B(Br)(Br)Br. (8) Given the product [F:1][C:2]1[CH:3]=[C:4]([NH:20][C:31]([NH:30][C:28](=[O:29])[CH2:27][C:21]2[CH:22]=[CH:23][CH:24]=[CH:25][CH:26]=2)=[S:32])[CH:5]=[CH:6][C:7]=1[O:8][C:9]1[C:10]2[S:17][C:16]([S:18][CH3:19])=[CH:15][C:11]=2[N:12]=[CH:13][N:14]=1, predict the reactants needed to synthesize it. The reactants are: [F:1][C:2]1[CH:3]=[C:4]([NH2:20])[CH:5]=[CH:6][C:7]=1[O:8][C:9]1[C:10]2[S:17][C:16]([S:18][CH3:19])=[CH:15][C:11]=2[N:12]=[CH:13][N:14]=1.[C:21]1([CH2:27][C:28]([N:30]=[C:31]=[S:32])=[O:29])[CH:26]=[CH:25][CH:24]=[CH:23][CH:22]=1. (9) Given the product [Cl:1][C:2]1[CH:3]=[CH:4][C:5]2[S:9][CH:8]=[C:7]([CH2:10][CH2:11][NH:12][C:14](=[O:15])[O:16][C:17]([CH3:20])([CH3:19])[CH3:18])[C:6]=2[CH:13]=1, predict the reactants needed to synthesize it. The reactants are: [Cl:1][C:2]1[CH:3]=[CH:4][C:5]2[S:9][CH:8]=[C:7]([CH2:10][C:11]#[N:12])[C:6]=2[CH:13]=1.[C:14](O[C:14]([O:16][C:17]([CH3:20])([CH3:19])[CH3:18])=[O:15])([O:16][C:17]([CH3:20])([CH3:19])[CH3:18])=[O:15].[BH4-].[Na+]. (10) Given the product [CH3:39][C:35]1([CH3:34])[O:33][B:32]([C:2]2[C:3]([F:18])=[C:4]([C:9]3[C:10]([C:16]#[N:17])=[CH:11][CH:12]=[CH:13][C:14]=3[F:15])[C:5]([F:8])=[CH:6][CH:7]=2)[O:37][CH2:36]1, predict the reactants needed to synthesize it. The reactants are: Br[C:2]1[C:3]([F:18])=[C:4]([C:9]2[C:10]([C:16]#[N:17])=[CH:11][CH:12]=[CH:13][C:14]=2[F:15])[C:5]([F:8])=[CH:6][CH:7]=1.C([O-])(=O)C.[K+].[B:32]1([B:32]2[O:37][CH2:36][C:35]([CH3:39])(C)[CH2:34][O:33]2)[O:37][CH2:36][C:35](C)([CH3:39])[CH2:34][O:33]1.